This data is from Forward reaction prediction with 1.9M reactions from USPTO patents (1976-2016). The task is: Predict the product of the given reaction. Given the reactants [CH3:1][C:2]1[CH:11]=[CH:10][C:9]2[C:4](=[CH:5][CH:6]=[CH:7][C:8]=2[N:12]2[CH2:17][CH2:16][N:15]([CH2:18][C:19]([C:21]3[CH:22]=[CH:23][C:24]4[O:29][CH2:28][C:27](=[O:30])[NH:26][C:25]=4[CH:31]=3)=O)[CH2:14][CH2:13]2)[N:3]=1.Cl.CN.[C:35]([BH3-])#[N:36].[Na+], predict the reaction product. The product is: [CH3:35][NH:36][CH:19]([C:21]1[CH:22]=[CH:23][C:24]2[O:29][CH2:28][C:27](=[O:30])[NH:26][C:25]=2[CH:31]=1)[CH2:18][N:15]1[CH2:16][CH2:17][N:12]([C:8]2[CH:7]=[CH:6][CH:5]=[C:4]3[C:9]=2[CH:10]=[CH:11][C:2]([CH3:1])=[N:3]3)[CH2:13][CH2:14]1.